Task: Regression. Given a peptide amino acid sequence and an MHC pseudo amino acid sequence, predict their binding affinity value. This is MHC class II binding data.. Dataset: Peptide-MHC class II binding affinity with 134,281 pairs from IEDB (1) The peptide sequence is YAKMRSAHTNDVKQL. The binding affinity (normalized) is 0.180. The MHC is DRB1_0301 with pseudo-sequence DRB1_0301. (2) The peptide sequence is DKKCIEWEKAQHGAC. The MHC is HLA-DQA10301-DQB10302 with pseudo-sequence HLA-DQA10301-DQB10302. The binding affinity (normalized) is 0.379. (3) The peptide sequence is AAATATATAAVGAAT. The binding affinity (normalized) is 0.117. The MHC is HLA-DPA10201-DPB11401 with pseudo-sequence HLA-DPA10201-DPB11401. (4) The peptide sequence is VPDTKVNFYAWKRME. The MHC is DRB1_1501 with pseudo-sequence DRB1_1501. The binding affinity (normalized) is 0.463. (5) The peptide sequence is YDKFLANVSVVLTGK. The MHC is DRB1_0701 with pseudo-sequence DRB1_0701. The binding affinity (normalized) is 0.638.